Task: Predict the reactants needed to synthesize the given product.. Dataset: Full USPTO retrosynthesis dataset with 1.9M reactions from patents (1976-2016) (1) Given the product [Cl:22][C:23]1[CH:28]=[CH:27][C:26]([OH:29])=[CH:25][C:24]=1[C:12]1[N:11]=[C:10]([N:16]2[CH2:21][CH2:20][O:19][CH2:18][CH2:17]2)[C:9]2[C:14](=[C:5]3[CH:4]=[CH:3][N:2]([CH3:1])[C:6]3=[CH:7][CH:8]=2)[N:13]=1, predict the reactants needed to synthesize it. The reactants are: [CH3:1][N:2]1[C:6]2=[CH:7][CH:8]=[C:9]3[C:14]([N:13]=[C:12](Cl)[N:11]=[C:10]3[N:16]3[CH2:21][CH2:20][O:19][CH2:18][CH2:17]3)=[C:5]2[CH:4]=[CH:3]1.[Cl:22][C:23]1[CH:28]=[CH:27][C:26]([OH:29])=[CH:25][C:24]=1B(O)O.C([O-])([O-])=O.[Na+].[Na+]. (2) The reactants are: [CH3:1][C:2]([CH3:21])([CH3:20])[C:3]([NH:5][C:6]1[NH:7][C:8](=O)[C:9]2[C:17]3[C:12](=[CH:13][CH:14]=[CH:15][CH:16]=3)[NH:11][C:10]=2[N:18]=1)=[O:4].P(Cl)(Cl)([Cl:24])=O. Given the product [Cl:24][C:8]1[C:9]2[C:17]3[C:12](=[CH:13][CH:14]=[CH:15][CH:16]=3)[NH:11][C:10]=2[N:18]=[C:6]([NH:5][C:3](=[O:4])[C:2]([CH3:21])([CH3:20])[CH3:1])[N:7]=1, predict the reactants needed to synthesize it. (3) Given the product [Br:16][C:17]1[N:21]2[CH:22]=[CH:23][C:24]([C:26]([CH3:28])([O:6][Si:7]([CH2:12][CH3:13])([CH2:10][CH3:11])[CH2:8][CH3:9])[CH3:27])=[N:25][C:20]2=[N:19][CH:18]=1, predict the reactants needed to synthesize it. The reactants are: FC(F)(F)S([O:6][Si:7]([CH2:12][CH3:13])([CH2:10][CH3:11])[CH2:8][CH3:9])(=O)=O.[Br:16][C:17]1[N:21]2[CH:22]=[CH:23][C:24]([C:26](O)([CH3:28])[CH3:27])=[N:25][C:20]2=[N:19][CH:18]=1.C(N(CC)C(C)C)(C)C. (4) Given the product [CH3:1][O:2][C:3]1[CH:8]=[CH:7][C:6]([C:9]([F:12])([F:11])[F:10])=[CH:5][C:4]=1[NH:13][C:14]([NH:16][C:17]1[CH:18]=[CH:19][C:20]([O:21][C:22]2[CH:23]=[C:24]3[C:28](=[CH:29][CH:30]=2)[C:27](=[O:31])[NH:26][C:25]3=[O:32])=[CH:33][CH:34]=1)=[O:15], predict the reactants needed to synthesize it. The reactants are: [CH3:1][O:2][C:3]1[CH:8]=[CH:7][C:6]([C:9]([F:12])([F:11])[F:10])=[CH:5][C:4]=1[N:13]=[C:14]=[O:15].[NH2:16][C:17]1[CH:34]=[CH:33][C:20]([O:21][C:22]2[CH:23]=[C:24]3[C:28](=[CH:29][CH:30]=2)[C:27](=[O:31])[NH:26][C:25]3=[O:32])=[CH:19][CH:18]=1.C(Cl)Cl.